The task is: Predict which catalyst facilitates the given reaction.. This data is from Catalyst prediction with 721,799 reactions and 888 catalyst types from USPTO. Reactant: [N+:1]([C:4]1[CH:5]=[C:6]([CH:10]=[CH:11][CH:12]=1)[CH2:7][CH2:8]O)([O-:3])=[O:2].C1(P(C2C=CC=CC=2)C2C=CC=CC=2)C=CC=CC=1.[C:32]1(=[O:42])[NH:36][C:35](=[O:37])[C:34]2=[CH:38][CH:39]=[CH:40][CH:41]=[C:33]12.N(C(OCC)=O)=NC(OCC)=O. Product: [N+:1]([C:4]1[CH:5]=[C:6]([CH:10]=[CH:11][CH:12]=1)[CH2:7][CH2:8][N:36]1[C:35](=[O:37])[C:34]2=[CH:38][CH:39]=[CH:40][CH:41]=[C:33]2[C:32]1=[O:42])([O-:3])=[O:2]. The catalyst class is: 7.